Dataset: Catalyst prediction with 721,799 reactions and 888 catalyst types from USPTO. Task: Predict which catalyst facilitates the given reaction. (1) Reactant: [CH3:1][C:2]1[N:3]([C:8]2[CH:13]=[C:12]([CH3:14])[C:11]([OH:15])=[C:10]([CH3:16])[N:9]=2)[C:4]([CH3:7])=[CH:5][CH:6]=1.[CH2:17](Br)[C:18]1[CH:23]=[CH:22][CH:21]=[CH:20][CH:19]=1.[H-].[Na+].O. The catalyst class is: 1. Product: [CH3:7][C:4]1[N:3]([C:8]2[CH:13]=[C:12]([CH3:14])[C:11]([O:15][CH2:17][C:18]3[CH:23]=[CH:22][CH:21]=[CH:20][CH:19]=3)=[C:10]([CH3:16])[N:9]=2)[C:2]([CH3:1])=[CH:6][CH:5]=1. (2) Reactant: [CH2:1]([O:3][C:4]([C:6]1[C@@H:11]([OH:12])[C@@H:10]([OH:13])[C@H:9]([NH:14][C:15](=[O:17])[CH3:16])[C@H:8]([O:18][CH:19]([CH2:22][CH3:23])[CH2:20][CH3:21])[CH:7]=1)=[O:5])[CH3:2].[C:24]1([CH3:34])[CH:29]=[CH:28][C:27]([S:30](Cl)(=[O:32])=[O:31])=[CH:26][CH:25]=1. Product: [CH2:1]([O:3][C:4]([C:6]1[C@@H:11]([OH:12])[C@@H:10]([O:13][S:30]([C:27]2[CH:28]=[CH:29][C:24]([CH3:34])=[CH:25][CH:26]=2)(=[O:32])=[O:31])[C@@H:9]([NH:14][C:15](=[O:17])[CH3:16])[C@H:8]([O:18][CH:19]([CH2:22][CH3:23])[CH2:20][CH3:21])[CH:7]=1)=[O:5])[CH3:2]. The catalyst class is: 298. (3) Reactant: [CH3:1][O:2][C:3]1[N:8]=[CH:7][N:6]=[C:5]([CH2:9][N:10]2[C:18]3[C:13](=[N:14][CH:15]=[CH:16][CH:17]=3)[C:12]([C:19]([OH:21])=O)=[CH:11]2)[C:4]=1[CH3:22].C(N(CC)CC)C.CCCP1(OP(CCC)(=O)OP(CCC)(=O)O1)=O.[CH2:48]([CH2:50][NH2:51])[OH:49]. Product: [OH:49][CH2:48][CH2:50][NH:51][C:19]([C:12]1[C:13]2=[N:14][CH:15]=[CH:16][CH:17]=[C:18]2[N:10]([CH2:9][C:5]2[C:4]([CH3:22])=[C:3]([O:2][CH3:1])[N:8]=[CH:7][N:6]=2)[CH:11]=1)=[O:21]. The catalyst class is: 2. (4) Reactant: C1OC(=O)COC1=O.[CH3:9][CH2:10][NH:11][C:12]([C@H:14]1[N:18]([C:19]([C@@H:21]([NH:29][C:30]([C@@H:32]([NH:37][C:38]([C@H:40]([NH:45][C:46]([C@@H:48]([NH:57][C:58]([C@@H:60]([NH:63][C:64]([C@@H:66]([NH:77][C:78]([C@@H:80]([NH:87][C:88]([C@H:90]2[NH:95][C:93](=[O:94])[CH2:92][CH2:91]2)=[O:89])[CH2:81][C:82]2[N:86]=[CH:85][NH:84][CH:83]=2)=[O:79])[CH2:67][C:68]2[C:72]3[CH:73]=[CH:74][CH:75]=[CH:76][C:71]=3[NH:70][CH:69]=2)=[O:65])[CH2:61][OH:62])=[O:59])[CH2:49][C:50]2[CH:51]=[CH:52][C:53]([OH:56])=[CH:54][CH:55]=2)=[O:47])[CH2:41][CH:42]([CH3:44])[CH3:43])=[O:39])[CH2:33][CH:34]([CH3:36])[CH3:35])=[O:31])[CH2:22][CH2:23][CH2:24][NH:25][C:26]([NH2:28])=[NH:27])=[O:20])[CH2:17][CH2:16][CH2:15]1)=[O:13].CC(O)=O. Product: [CH3:9][CH2:10][NH:11][C:12]([C@H:14]1[N:18]([C:19]([C@@H:21]([NH:29][C:30]([C@@H:32]([NH:37][C:38]([C@H:40]([NH:45][C:46]([C@@H:48]([NH:57][C:58]([C@@H:60]([NH:63][C:64]([C@@H:66]([NH:77][C:78]([C@@H:80]([NH:87][C:88]([C@H:90]2[NH:95][C:93](=[O:94])[CH2:92][CH2:91]2)=[O:89])[CH2:81][C:82]2[N:86]=[CH:85][NH:84][CH:83]=2)=[O:79])[CH2:67][C:68]2[C:72]3[CH:73]=[CH:74][CH:75]=[CH:76][C:71]=3[NH:70][CH:69]=2)=[O:65])[CH2:61][OH:62])=[O:59])[CH2:49][C:50]2[CH:55]=[CH:54][C:53]([OH:56])=[CH:52][CH:51]=2)=[O:47])[CH2:41][CH:42]([CH3:44])[CH3:43])=[O:39])[CH2:33][CH:34]([CH3:36])[CH3:35])=[O:31])[CH2:22][CH2:23][CH2:24][NH:25][C:26]([NH2:28])=[NH:27])=[O:20])[CH2:17][CH2:16][CH2:15]1)=[O:13]. The catalyst class is: 179. (5) Reactant: [NH2:1][C@H:2]([C@@H:6]([OH:9])[CH2:7][CH3:8])[C:3]([OH:5])=[O:4].C([O-])(O)=O.[Na+].[C:15](=O)([O-:36])[O:16][C:17]1C(C)=C(C2C=CC(C3C=CC=CC=3)=CC=2)C=CN=1.[C:38]1([C:44]2[CH:49]=[CH:48][C:47](C3C=CN(C([O-])=O)C(=O)C=3C)=[CH:46][CH:45]=2)[CH:43]=[CH:42][CH:41]=[CH:40][CH:39]=1. Product: [OH:9][C@@H:6]([CH2:7][CH3:8])[C@@H:2]([N:1]([C:47]1[CH:46]=[CH:45][C:44]([C:38]2[CH:39]=[CH:40][CH:41]=[CH:42][CH:43]=2)=[CH:49][CH:48]=1)[C:15]([O:16][CH3:17])=[O:36])[C:3]([OH:5])=[O:4]. The catalyst class is: 90. (6) Reactant: [Cl:1][C:2]1[CH:3]=[C:4]([CH2:9][C:10]([OH:12])=[O:11])[CH:5]=[CH:6][C:7]=1[OH:8].[F:13][C:14]([F:27])([F:26])[S:15](O[S:15]([C:14]([F:27])([F:26])[F:13])(=[O:17])=[O:16])(=[O:17])=[O:16].C(N(CC)CC)C. Product: [Cl:1][C:2]1[CH:3]=[C:4]([CH2:9][C:10]([OH:12])=[O:11])[CH:5]=[CH:6][C:7]=1[O:8][S:15]([C:14]([F:27])([F:26])[F:13])(=[O:17])=[O:16]. The catalyst class is: 2. (7) Reactant: [OH-].[K+].[Br:3][C:4]1[CH:16]=[CH:15][C:14]2[C:13]3[C:8](=[CH:9][C:10]([I:17])=[CH:11][CH:12]=3)[CH2:7][C:6]=2[CH:5]=1.Br[CH2:19][CH2:20][CH2:21][CH2:22][CH2:23][CH3:24].[I-].[K+]. Product: [Br:3][C:4]1[CH:16]=[CH:15][C:14]2[C:13]3[C:8](=[CH:9][C:10]([I:17])=[CH:11][CH:12]=3)[C:7]([CH2:15][CH2:16][CH2:4][CH2:5][CH2:6][CH3:14])([CH2:19][CH2:20][CH2:21][CH2:22][CH2:23][CH3:24])[C:6]=2[CH:5]=1. The catalyst class is: 374. (8) Reactant: [NH2:1][CH2:2][C@@H:3]([NH:12][S@:13]([C:15]([CH3:18])([CH3:17])[CH3:16])=[O:14])[C:4]1[CH:9]=[C:8]([F:10])[CH:7]=[C:6]([Br:11])[CH:5]=1.[N+:19]([C:22]1[CH:27]=[CH:26][CH:25]=[CH:24][C:23]=1[S:28](Cl)(=[O:30])=[O:29])([O-:21])=[O:20]. Product: [Br:11][C:6]1[CH:5]=[C:4]([C@H:3]([NH:12][S@:13]([C:15]([CH3:18])([CH3:17])[CH3:16])=[O:14])[CH2:2][NH:1][S:28]([C:23]2[CH:24]=[CH:25][CH:26]=[CH:27][C:22]=2[N+:19]([O-:21])=[O:20])(=[O:29])=[O:30])[CH:9]=[C:8]([F:10])[CH:7]=1. The catalyst class is: 2. (9) Reactant: [CH3:1][O:2][C:3](=[O:15])[C:4]1[CH:9]=[C:8]([O:10][CH:11]([CH3:13])[CH3:12])[CH:7]=[C:6]([OH:14])[CH:5]=1.C([O-])([O-])=O.[Cs+].[Cs+].[CH3:22][S:23]([C:26]1[CH:31]=[CH:30][C:29](F)=[CH:28][CH:27]=1)(=[O:25])=[O:24]. Product: [CH3:1][O:2][C:3](=[O:15])[C:4]1[CH:5]=[C:6]([O:14][C:29]2[CH:30]=[CH:31][C:26]([S:23]([CH3:22])(=[O:25])=[O:24])=[CH:27][CH:28]=2)[CH:7]=[C:8]([O:10][CH:11]([CH3:12])[CH3:13])[CH:9]=1. The catalyst class is: 3.